Dataset: Forward reaction prediction with 1.9M reactions from USPTO patents (1976-2016). Task: Predict the product of the given reaction. (1) Given the reactants Cl[CH2:2][C:3]([NH:5][C:6]1[CH:19]=[CH:18][C:17]2[C:16](=[O:20])[C:15]3[C:10](=[CH:11][C:12]([NH:21][C:22](=[O:25])[CH2:23]Cl)=[CH:13][CH:14]=3)[C:9](=[O:26])[C:8]=2[CH:7]=1)=[O:4].[CH3:27][N:28]1[CH2:33][CH2:32][NH:31][CH2:30][CH2:29]1.[N:34]1[CH:39]=[CH:38]C=[CH:36][CH:35]=1.[CH3:40][N:41](C)C=O, predict the reaction product. The product is: [CH3:27][N:28]1[CH2:33][CH2:32][N:31]([CH2:2][C:3]([NH:5][C:6]2[CH:19]=[CH:18][C:17]3[C:16](=[O:20])[C:15]4[C:10](=[CH:11][C:12]([NH:21][C:22](=[O:25])[CH2:23][N:34]5[CH2:35][CH2:36][N:41]([CH3:40])[CH2:38][CH2:39]5)=[CH:13][CH:14]=4)[C:9](=[O:26])[C:8]=3[CH:7]=2)=[O:4])[CH2:30][CH2:29]1. (2) Given the reactants [Cl:1][C:2]1[CH:7]=[CH:6][CH:5]=[CH:4][C:3]=1[C:8]1[C:16]2[O:15][CH:14]([CH2:17][NH2:18])[CH2:13][C:12]=2[CH:11]=[C:10]([F:19])[CH:9]=1.C(N(C(C)C)CC)(C)C.Cl[C:30]([O:32][CH2:33][C:34]1[CH:39]=[CH:38][CH:37]=[CH:36][CH:35]=1)=[O:31], predict the reaction product. The product is: [CH2:33]([O:32][C:30](=[O:31])[NH:18][CH2:17][CH:14]1[CH2:13][C:12]2[CH:11]=[C:10]([F:19])[CH:9]=[C:8]([C:3]3[CH:4]=[CH:5][CH:6]=[CH:7][C:2]=3[Cl:1])[C:16]=2[O:15]1)[C:34]1[CH:39]=[CH:38][CH:37]=[CH:36][CH:35]=1. (3) Given the reactants [C:1]([C:5]1[CH:6]=[C:7]([N+:15]([O-:17])=[O:16])[C:8]([O:13][CH3:14])=[C:9]([CH2:11][OH:12])[CH:10]=1)([CH3:4])([CH3:3])[CH3:2].C(N(CC)CC)C.[CH3:25][S:26](Cl)(=[O:28])=[O:27], predict the reaction product. The product is: [CH3:25][S:26]([O:12][CH2:11][C:9]1[CH:10]=[C:5]([C:1]([CH3:4])([CH3:2])[CH3:3])[CH:6]=[C:7]([N+:15]([O-:17])=[O:16])[C:8]=1[O:13][CH3:14])(=[O:28])=[O:27]. (4) The product is: [CH2:14]([O:13][CH:8]1[CH:7]([NH:6][C:5]([CH:35]2[CH2:36][CH2:37][CH2:38][N:34]2[C:32](=[O:33])[CH:31]([NH:30][C:28](=[O:29])[C:27]2[CH:43]=[CH:44][C:24]([NH2:23])=[C:25]([Cl:45])[CH:26]=2)[CH3:42])=[O:22])[CH2:11][C:10](=[O:12])[O:9]1)[C:15]1[CH:16]=[CH:21][CH:20]=[CH:19][CH:18]=1. Given the reactants C(O[C:5](=[O:22])[NH:6][CH:7]1[CH2:11][C:10](=[O:12])[O:9][CH:8]1[O:13][CH2:14][CH2:15][C:16]1[CH:21]=[CH:20][CH:19]=[CH:18]C=1)C=C.[NH2:23][C:24]1[CH:44]=[CH:43][C:27]([C:28]([NH:30][CH:31]([CH3:42])[C:32]([N:34]2[CH2:38][CH2:37][CH2:36][CH:35]2C(O)=O)=[O:33])=[O:29])=[CH:26][C:25]=1[Cl:45].O=C1OC(OCCC2C=CC=CC=2)C(NC(C2CCCN2C(=O)C(NC(=O)C2C=CC(N)=C(Cl)C=2)C)=O)C1, predict the reaction product. (5) Given the reactants [N+:1]([C:4]1[CH:9]=[CH:8][C:7]([C:10]2[O:14][C:13](=[O:15])[NH:12][CH:11]=2)=[CH:6][CH:5]=1)([O-])=O, predict the reaction product. The product is: [NH2:1][C:4]1[CH:5]=[CH:6][C:7]([C:10]2[O:14][C:13](=[O:15])[NH:12][CH:11]=2)=[CH:8][CH:9]=1. (6) Given the reactants [Cl-].[CH3:2][P+](C1C=CC=CC=1)(C1C=CC=CC=1)C1C=CC=CC=1.[Li]CCCC.[O:27]=[C:28]1[N:36]([CH2:37][CH2:38][CH3:39])[C:35]2[NH:34][C:33]([C:40]34[CH2:47][CH2:46][C:43]([CH:48]=O)([CH2:44][CH2:45]3)[CH2:42][CH2:41]4)=[N:32][C:31]=2[C:30](=[O:50])[N:29]1[CH2:51][CH2:52][CH3:53], predict the reaction product. The product is: [CH2:51]([N:29]1[C:30](=[O:50])[C:31]2[N:32]=[C:33]([C:40]34[CH2:47][CH2:46][C:43]([CH:48]=[CH2:2])([CH2:44][CH2:45]3)[CH2:42][CH2:41]4)[NH:34][C:35]=2[N:36]([CH2:37][CH2:38][CH3:39])[C:28]1=[O:27])[CH2:52][CH3:53]. (7) The product is: [Cl:1][C:2]1[CH:3]=[C:4]([CH2:19][N:20]2[C:24]([CH3:25])=[CH:23][C:22]([NH:26][C:27]([C@H:28]3[CH2:29][CH2:34][CH2:33][O:32]3)=[O:31])=[N:21]2)[C:5]2[O:9][C:8]([C:10]3[CH:15]=[CH:14][C:13]([C:16]#[N:17])=[CH:12][CH:11]=3)=[CH:7][C:6]=2[CH:18]=1. Given the reactants [Cl:1][C:2]1[CH:3]=[C:4]([CH2:19][N:20]2[C:24]([CH3:25])=[CH:23][C:22]([NH:26][C:27](=[O:31])[CH:28](C)[CH3:29])=[N:21]2)[C:5]2[O:9][C:8]([C:10]3[CH:15]=[CH:14][C:13]([C:16]#[N:17])=[CH:12][CH:11]=3)=[CH:7][C:6]=2[CH:18]=1.[O:32]1CC[CH2:34][C@@H:33]1C(O)=O, predict the reaction product. (8) Given the reactants [CH3:1][O:2][C:3](=[O:13])[CH2:4][C:5]1[CH:10]=[C:9]([OH:11])[CH:8]=[C:7]([OH:12])[CH:6]=1.[CH3:14][C:15](=O)CC.C(=O)([O-])[O-].[K+].[K+].ICC, predict the reaction product. The product is: [CH3:1][O:2][C:3](=[O:13])[CH2:4][C:5]1[CH:10]=[C:9]([OH:11])[CH:8]=[C:7]([O:12][CH2:14][CH3:15])[CH:6]=1.